Task: Predict the product of the given reaction.. Dataset: Forward reaction prediction with 1.9M reactions from USPTO patents (1976-2016) (1) Given the reactants [Cl:1][C:2]1[CH:3]=[N:4][C:5]([C:8]2[CH:13]=[CH:12][C:11]([OH:14])=[CH:10][CH:9]=2)=[N:6][CH:7]=1.[CH2:15]([O:17][C:18]([C:20]1([CH2:35]I)[CH2:24][CH2:23][N:22]([C:25](=[O:34])[C:26]2[CH:31]=[CH:30][CH:29]=[CH:28][C:27]=2[O:32][CH3:33])[CH2:21]1)=[O:19])[CH3:16], predict the reaction product. The product is: [CH2:15]([O:17][C:18]([C:20]1([CH2:35][O:14][C:11]2[CH:12]=[CH:13][C:8]([C:5]3[N:4]=[CH:3][C:2]([Cl:1])=[CH:7][N:6]=3)=[CH:9][CH:10]=2)[CH2:24][CH2:23][N:22]([C:25](=[O:34])[C:26]2[CH:31]=[CH:30][CH:29]=[CH:28][C:27]=2[O:32][CH3:33])[CH2:21]1)=[O:19])[CH3:16]. (2) Given the reactants [Br:1][C:2]1[CH:3]=[C:4]([C:7]2[CH:11]=[CH:10][NH:9][N:8]=2)[S:5][CH:6]=1.[H-].[Na+].[CH:14](I)([CH3:16])[CH3:15].O, predict the reaction product. The product is: [Br:1][C:2]1[CH:3]=[C:4]([C:7]2[CH:11]=[CH:10][N:9]([CH:14]([CH3:16])[CH3:15])[N:8]=2)[S:5][CH:6]=1. (3) Given the reactants Cl[C:2]1[CH:11]=[CH:10][C:9]2[C:4](=[C:5]([NH2:16])[N:6]=[C:7]3[CH:15]=[CH:14][CH:13]=[CH:12][C:8]3=2)[N:3]=1, predict the reaction product. The product is: [CH2:2]([NH:3][C:2]1[CH:11]=[CH:10][C:9]2[C:4](=[C:5]([NH2:16])[N:6]=[C:7]3[CH:15]=[CH:14][CH:13]=[CH:12][C:8]3=2)[N:3]=1)[CH2:11][CH2:10][CH3:9]. (4) Given the reactants [CH3:1][C:2]1[NH:6][N:5]([C:7]2[CH:12]=[CH:11][C:10]([N+:13]([O-])=O)=[CH:9][N:8]=2)[C:4](=[O:16])[CH:3]=1.C(O)(=O)C, predict the reaction product. The product is: [NH2:13][C:10]1[CH:11]=[CH:12][C:7]([N:5]2[C:4](=[O:16])[CH:3]=[C:2]([CH3:1])[NH:6]2)=[N:8][CH:9]=1. (5) Given the reactants ClC1N=C(Cl)C=CN=1.ClC1N=C(Cl)C=C(Cl)N=1.[Cl:18][C:19]1[N:24]=[C:23](Cl)[CH:22]=[C:21]([C:26]2[CH:31]=[CH:30][C:29]([F:32])=[CH:28][CH:27]=2)[N:20]=1.C(=O)([O-])[O-].[Cs+].[Cs+].[CH3:39][O:40][CH2:41][CH2:42][OH:43], predict the reaction product. The product is: [Cl:18][C:19]1[N:20]=[C:21]([C:26]2[CH:31]=[CH:30][C:29]([F:32])=[CH:28][CH:27]=2)[CH:22]=[C:23]([O:43][CH2:42][CH2:41][O:40][CH3:39])[N:24]=1. (6) Given the reactants [CH2:1]([N:8]([CH2:19][C:20]1[CH:33]=[CH:32][C:23]([O:24][C:25]2[CH:26]=[C:27]([OH:31])[CH:28]=[CH:29][CH:30]=2)=[CH:22][CH:21]=1)[C:9]1[CH:14]=[CH:13][CH:12]=[C:11]([N+:15]([O-:17])=[O:16])[C:10]=1[CH3:18])[C:2]1[CH:7]=[CH:6][CH:5]=[CH:4][CH:3]=1.C1(P(C2C=CC=CC=2)C2C=CC=CC=2)C=CC=CC=1.[C:53]([O:57][CH2:58][CH3:59])(=[O:56])[CH2:54]O, predict the reaction product. The product is: [CH2:58]([O:57][C:53](=[O:56])[CH2:54][O:31][C:27]1[CH:28]=[CH:29][CH:30]=[C:25]([O:24][C:23]2[CH:32]=[CH:33][C:20]([CH2:19][N:8]([CH2:1][C:2]3[CH:3]=[CH:4][CH:5]=[CH:6][CH:7]=3)[C:9]3[CH:14]=[CH:13][CH:12]=[C:11]([N+:15]([O-:17])=[O:16])[C:10]=3[CH3:18])=[CH:21][CH:22]=2)[CH:26]=1)[CH3:59]. (7) Given the reactants [C:1]([O:9][CH2:10][CH3:11])(=[O:8])[CH2:2][C:3]([O:5][CH2:6][CH3:7])=[O:4].[Mg+2].[Cl-].[Cl-].[F:15][C:16]1[CH:21]=[CH:20][C:19]([C:22]([CH3:27])([CH3:26])[C:23](O)=[O:24])=[CH:18][CH:17]=1, predict the reaction product. The product is: [F:15][C:16]1[CH:17]=[CH:18][C:19]([C:22]([CH3:27])([CH3:26])[C:23]([CH:2]([C:3]([O:5][CH2:6][CH3:7])=[O:4])[C:1]([O:9][CH2:10][CH3:11])=[O:8])=[O:24])=[CH:20][CH:21]=1. (8) Given the reactants [Br:1][C:2]1[C:3]([CH3:8])=[N:4][CH:5]=[CH:6][CH:7]=1.ClC1C=CC=C(C(OO)=[O:17])C=1, predict the reaction product. The product is: [Br:1][C:2]1[C:3]([CH3:8])=[N+:4]([O-:17])[CH:5]=[CH:6][CH:7]=1.